Dataset: Forward reaction prediction with 1.9M reactions from USPTO patents (1976-2016). Task: Predict the product of the given reaction. (1) Given the reactants [N:1]1[CH:6]=[CH:5][CH:4]=[CH:3][C:2]=1[C:7]1[CH:12]=[CH:11][C:10]([N:13]2[CH2:18][CH2:17][NH:16][CH2:15][CH2:14]2)=[C:9]([CH:19]2[CH2:24][C:23]([CH3:26])([CH3:25])[CH2:22][C:21]([CH3:28])([CH3:27])[CH2:20]2)[CH:8]=1.[CH:29]1([CH:32]=O)[CH2:31][CH2:30]1.C(O[BH-](OC(=O)C)OC(=O)C)(=O)C.[Na+].C(O)(=O)C.C(=O)([O-])O.[Na+], predict the reaction product. The product is: [CH:29]1([CH2:32][N:16]2[CH2:15][CH2:14][N:13]([C:10]3[CH:11]=[CH:12][C:7]([C:2]4[CH:3]=[CH:4][CH:5]=[CH:6][N:1]=4)=[CH:8][C:9]=3[CH:19]3[CH2:24][C:23]([CH3:26])([CH3:25])[CH2:22][C:21]([CH3:28])([CH3:27])[CH2:20]3)[CH2:18][CH2:17]2)[CH2:31][CH2:30]1. (2) Given the reactants [Cl:1][C:2]1[N:6]([CH3:7])[C:5]2[C:8]([NH:12][C:13]3[CH:20]=[CH:19][C:16]([C:17]#[N:18])=[CH:15][CH:14]=3)=[CH:9][CH:10]=[CH:11][C:4]=2[N:3]=1.[H-].[Na+].Br[CH:24]([CH3:26])[CH3:25], predict the reaction product. The product is: [Cl:1][C:2]1[N:6]([CH3:7])[C:5]2[C:8]([N:12]([CH:24]([CH3:26])[CH3:25])[C:13]3[CH:14]=[CH:15][C:16]([C:17]#[N:18])=[CH:19][CH:20]=3)=[CH:9][CH:10]=[CH:11][C:4]=2[N:3]=1. (3) Given the reactants Br[CH2:2][CH2:3][CH2:4][C:5]#[N:6].[Na+].[I-].C([O-])([O-])=O.[K+].[K+].[NH2:15][C@H:16]([C:56]1[CH:61]=[CH:60][CH:59]=[CH:58][CH:57]=1)[CH2:17][N:18]1[C:23](=[O:24])[C:22]2[C:25]3([O:41][CH2:42][C:21]=2[N:20]([CH2:43][C:44]2[C:49]([C:50]([F:53])([F:52])[F:51])=[CH:48][CH:47]=[CH:46][C:45]=2[F:54])[C:19]1=[O:55])[CH2:30][CH2:29][N:28]([CH2:31][C:32]1[O:33][C:34]([C:37]([F:40])([F:39])[F:38])=[CH:35][CH:36]=1)[CH2:27][CH2:26]3, predict the reaction product. The product is: [F:54][C:45]1[CH:46]=[CH:47][CH:48]=[C:49]([C:50]([F:53])([F:52])[F:51])[C:44]=1[CH2:43][N:20]1[C:21]2[CH2:42][O:41][C:25]3([CH2:26][CH2:27][N:28]([CH2:31][C:32]4[O:33][C:34]([C:37]([F:38])([F:39])[F:40])=[CH:35][CH:36]=4)[CH2:29][CH2:30]3)[C:22]=2[C:23](=[O:24])[N:18]([CH2:17][C@H:16]([NH:15][CH2:2][CH2:3][CH2:4][C:5]#[N:6])[C:56]2[CH:57]=[CH:58][CH:59]=[CH:60][CH:61]=2)[C:19]1=[O:55].